From a dataset of Forward reaction prediction with 1.9M reactions from USPTO patents (1976-2016). Predict the product of the given reaction. (1) Given the reactants [C:1]([CH2:3][N:4]1[CH2:9][CH2:8][CH:7]([CH2:10][NH:11][C:12](=[O:18])[O:13][C:14]([CH3:17])([CH3:16])[CH3:15])[CH2:6][CH2:5]1)#[N:2], predict the reaction product. The product is: [NH2:2][CH2:1][CH2:3][N:4]1[CH2:9][CH2:8][CH:7]([CH2:10][NH:11][C:12](=[O:18])[O:13][C:14]([CH3:16])([CH3:15])[CH3:17])[CH2:6][CH2:5]1. (2) Given the reactants [B:10]1([B:10]2[O:14][C:13]([CH3:16])([CH3:15])[C:12]([CH3:18])([CH3:17])[O:11]2)[O:14][C:13]([CH3:16])([CH3:15])[C:12]([CH3:18])([CH3:17])[O:11]1.CC([O-])=O.[K+].FC(F)(F)S(O[C:30]1[CH2:31][CH2:32][N:33]([C:36]([O:38][C:39]([CH3:42])([CH3:41])[CH3:40])=[O:37])[CH2:34][CH:35]=1)(=O)=O, predict the reaction product. The product is: [CH3:16][C:13]1([CH3:15])[C:12]([CH3:17])([CH3:18])[O:11][B:10]([C:30]2[CH2:35][CH2:34][N:33]([C:36]([O:38][C:39]([CH3:42])([CH3:41])[CH3:40])=[O:37])[CH2:32][CH:31]=2)[O:14]1. (3) Given the reactants [C:1](Cl)([O:3][CH2:4][CH:5]1[C:17]2[C:12](=[CH:13][CH:14]=[CH:15][CH:16]=2)[C:11]2[C:6]1=[CH:7][CH:8]=[CH:9][CH:10]=2)=[O:2].[CH3:19][NH:20][C@H:21]([C:24]([OH:26])=[O:25])[CH2:22][OH:23].C(=O)([O-])[O-].[Na+].[Na+].O, predict the reaction product. The product is: [CH:16]1[C:17]2[CH:5]([CH2:4][O:3][C:1]([N:20]([CH3:19])[C@@H:21]([CH2:22][OH:23])[C:24]([OH:26])=[O:25])=[O:2])[C:6]3[C:11](=[CH:10][CH:9]=[CH:8][CH:7]=3)[C:12]=2[CH:13]=[CH:14][CH:15]=1. (4) Given the reactants BrC1C=CC([CH2:6][N:7]2[C:11]3[CH:12]=[CH:13][C:14]([O:16][CH2:17][C:18]4[CH:27]=[CH:26][C:25]5[C:20](=[CH:21][CH:22]=[CH:23][CH:24]=5)[N:19]=4)=[CH:15][C:10]=3[N:9]=[C:8]2[CH2:28][C:29]2([C:34]([O:36][CH2:37][CH3:38])=[O:35])CC[CH2:31][CH2:30]2)=CC=1.[Br:41][C:42]1[CH:43]=[C:44]([CH:66]=[CH:67][CH:68]=1)CNC1C(N)=CC(OCC2C=CC3C(=CC=CC=3)N=2)=CC=1.[CH3:69]C1(C)[C@@H]2[C@H]1C(=O)OC2=O, predict the reaction product. The product is: [Br:41][C:42]1[CH:68]=[C:67]([CH:66]=[CH:44][CH:43]=1)[CH2:6][N:7]1[C:11]2[CH:12]=[CH:13][C:14]([O:16][CH2:17][C:18]3[CH:27]=[CH:26][C:25]4[C:20](=[CH:21][CH:22]=[CH:23][CH:24]=4)[N:19]=3)=[CH:15][C:10]=2[N:9]=[C:8]1[CH:28]1[CH:29]([C:34]([O:36][CH2:37][CH3:38])=[O:35])[C:30]1([CH3:31])[CH3:69]. (5) Given the reactants [CH2:1]([N:8]([CH2:21][CH3:22])[C:9]1[C:10]([CH3:20])=[C:11]([CH:17]=[CH:18][CH:19]=1)[C:12]([O:14]CC)=[O:13])[C:2]1[CH:7]=[CH:6][CH:5]=[CH:4][CH:3]=1.[OH-].[Na+], predict the reaction product. The product is: [CH2:1]([N:8]([CH2:21][CH3:22])[C:9]1[C:10]([CH3:20])=[C:11]([CH:17]=[CH:18][CH:19]=1)[C:12]([OH:14])=[O:13])[C:2]1[CH:3]=[CH:4][CH:5]=[CH:6][CH:7]=1. (6) Given the reactants C(=O)([S:3][CH2:4][CH2:5][CH2:6][N:7]([CH2:11][CH2:12][CH2:13][O:14][C:15]1[CH:20]=[CH:19][C:18]([Cl:21])=[CH:17][C:16]=1[Cl:22])[CH2:8][C:9]#[CH:10])C, predict the reaction product. The product is: [Cl:22][C:16]1[CH:17]=[C:18]([Cl:21])[CH:19]=[CH:20][C:15]=1[O:14][CH2:13][CH2:12][CH2:11][N:7]([CH2:8][C:9]#[CH:10])[CH2:6][CH2:5][CH2:4][SH:3].